Dataset: Reaction yield outcomes from USPTO patents with 853,638 reactions. Task: Predict the reaction yield, written as a fraction of the theoretical maximum amount of product (1.0 means a 100% yield; for example, 0.34 means a 34% yield). (1) The reactants are [O:1]=[C:2]1[CH2:5][CH:4]([C:6]([OH:8])=[O:7])[CH2:3]1.[CH2:9](C(CC)(CC)C([O-])([O-])[O-])[CH3:10]. The catalyst is C1(C)C=CC=CC=1. The product is [CH2:9]([O:7][C:6]([CH:4]1[CH2:5][C:2](=[O:1])[CH2:3]1)=[O:8])[CH3:10]. The yield is 0.800. (2) The reactants are C(O)(C(F)(F)F)=O.[O:8]=[C:9]1[C:17]2[C:12](=[CH:13][CH:14]=[CH:15][CH:16]=2)[C:11](=[O:18])[N:10]1[CH2:19][CH2:20][CH2:21][CH2:22][CH2:23][C:24]1[CH:25]=[C:26]([NH:30][C:31]([C:33]2[CH:34]=[CH:35][C:36]3[CH:42]=[C:41]([C:43](=[O:51])[N:44]([CH2:48][CH2:49][CH3:50])[CH2:45][CH2:46][CH3:47])[CH2:40][C:39]([NH:52]C(=O)OC(C)(C)C)=[N:38][C:37]=3[CH:60]=2)=[O:32])[CH:27]=[CH:28][CH:29]=1. The catalyst is C(Cl)Cl. The product is [NH2:52][C:39]1[CH2:40][C:41]([C:43]([N:44]([CH2:48][CH2:49][CH3:50])[CH2:45][CH2:46][CH3:47])=[O:51])=[CH:42][C:36]2[CH:35]=[CH:34][C:33]([C:31]([NH:30][C:26]3[CH:27]=[CH:28][CH:29]=[C:24]([CH2:23][CH2:22][CH2:21][CH2:20][CH2:19][N:10]4[C:9](=[O:8])[C:17]5[C:12](=[CH:13][CH:14]=[CH:15][CH:16]=5)[C:11]4=[O:18])[CH:25]=3)=[O:32])=[CH:60][C:37]=2[N:38]=1. The yield is 0.872. (3) The reactants are [CH2:1]([O:8][C:9]1[CH:24]=[C:23]([N+:25]([O-:27])=[O:26])[CH:22]=[CH:21][C:10]=1[C:11]([NH:13][C@@H:14]([C@H:18]([OH:20])[CH3:19])[C:15]([OH:17])=O)=[O:12])[C:2]1[CH:7]=[CH:6][CH:5]=[CH:4][CH:3]=1.O[N:29]1C(=O)C[CH2:31][C:30]1=O.C1CCC(N=C=NC2CCCCC2)CC1.C(N)C.O. The catalyst is CO.C1COCC1. The product is [CH2:1]([O:8][C:9]1[CH:24]=[C:23]([N+:25]([O-:27])=[O:26])[CH:22]=[CH:21][C:10]=1[C:11]([NH:13][C@@H:14]([C@H:18]([OH:20])[CH3:19])[C:15]([NH:29][CH2:30][CH3:31])=[O:17])=[O:12])[C:2]1[CH:7]=[CH:6][CH:5]=[CH:4][CH:3]=1. The yield is 0.930. (4) The reactants are CCC1C2CC([CH:11]([OH:22])[C:12]3C4C(=CC=CC=4)N=CC=3)N(CC2)C1.N1C=CC=CC=1.[CH3:29][NH:30][C:31]([C:33]1[CH:42]=[CH:41][C:40]2[C:35](=[CH:36][CH:37]=[C:38]([C:43]([C:45]3[N:46]=[CH:47][N:48]([C:50]([C:63]4[CH:68]=[CH:67][CH:66]=[CH:65][CH:64]=4)([C:57]4[CH:62]=[CH:61][CH:60]=[CH:59][CH:58]=4)[C:51]4[CH:56]=[CH:55][CH:54]=[CH:53][CH:52]=4)[CH:49]=3)=[O:44])[CH:39]=2)[CH:34]=1)=[O:32].Cl.[O:70]1CC[CH2:72][CH2:71]1. The catalyst is C(OCC)(=O)C. The product is [OH:44][C@@:43]([C:38]1[CH:37]=[CH:36][C:35]2[C:40](=[CH:41][CH:42]=[C:33]([C:31]([NH:30][CH3:29])=[O:32])[CH:34]=2)[CH:39]=1)([C:45]1[N:46]=[CH:47][N:48]([C:50]([C:51]2[CH:56]=[CH:55][CH:54]=[CH:53][CH:52]=2)([C:57]2[CH:58]=[CH:59][CH:60]=[CH:61][CH:62]=2)[C:63]2[CH:68]=[CH:67][CH:66]=[CH:65][CH:64]=2)[CH:49]=1)[CH2:72][C:71]([O:22][CH2:11][CH3:12])=[O:70]. The yield is 0.800.